Dataset: Forward reaction prediction with 1.9M reactions from USPTO patents (1976-2016). Task: Predict the product of the given reaction. Given the reactants N#N.[CH3:3]C(C)([O-])C.[K+].[F:9][C:10]1[C:11]([C:18]2[CH:19]=[N:20][C:21]([CH:24]=O)=[CH:22][CH:23]=2)=[CH:12][C:13]([O:16][CH3:17])=[N:14][CH:15]=1, predict the reaction product. The product is: [F:9][C:10]1[C:11]([C:18]2[CH:19]=[N:20][C:21]([CH:24]=[CH2:3])=[CH:22][CH:23]=2)=[CH:12][C:13]([O:16][CH3:17])=[N:14][CH:15]=1.